This data is from Full USPTO retrosynthesis dataset with 1.9M reactions from patents (1976-2016). The task is: Predict the reactants needed to synthesize the given product. (1) The reactants are: [Cl:1][C:2]1[CH:32]=[C:31]([C:33]([F:36])([F:35])[F:34])[CH:30]=[CH:29][C:3]=1[O:4][CH2:5][C:6]([N:8]1[CH2:13][CH2:12][C:11]2[N:14]=[C:15]3[S:19][C:18]([CH3:20])=[N:17][N:16]3[C:10]=2[CH:9]1[C:21]1[S:22][CH:23]=[C:24]([C:26](O)=[O:27])[N:25]=1)=[O:7].[CH3:37][NH2:38]. Given the product [Cl:1][C:2]1[CH:32]=[C:31]([C:33]([F:34])([F:35])[F:36])[CH:30]=[CH:29][C:3]=1[O:4][CH2:5][C:6]([N:8]1[CH2:13][CH2:12][C:11]2[N:14]=[C:15]3[S:19][C:18]([CH3:20])=[N:17][N:16]3[C:10]=2[CH:9]1[C:21]1[S:22][CH:23]=[C:24]([C:26]([NH:38][CH3:37])=[O:27])[N:25]=1)=[O:7], predict the reactants needed to synthesize it. (2) The reactants are: [N:1]1([C:11]2[CH:31]=[CH:30][C:14]([C:15]([N:17]3[CH2:22][CH2:21][N:20](C(OC(C)(C)C)=O)[CH2:19][CH2:18]3)=[O:16])=[CH:13][CH:12]=2)[C:10]2[C:5](=[CH:6][CH:7]=[CH:8][CH:9]=2)[CH2:4][CH2:3][CH2:2]1.[Cl:32]CCl. Given the product [ClH:32].[N:1]1([C:11]2[CH:12]=[CH:13][C:14]([C:15]([N:17]3[CH2:18][CH2:19][NH:20][CH2:21][CH2:22]3)=[O:16])=[CH:30][CH:31]=2)[C:10]2[C:5](=[CH:6][CH:7]=[CH:8][CH:9]=2)[CH2:4][CH2:3][CH2:2]1, predict the reactants needed to synthesize it. (3) Given the product [NH2:1][CH2:4][CH2:5][O:6][C:7]1[CH:8]=[CH:9][C:10]([CH2:13][CH:14]([CH2:20][CH2:21][O:22][C:23]2[CH:24]=[CH:25][CH:26]=[CH:27][CH:28]=2)[C:15]([O:17][CH2:18][CH3:19])=[O:16])=[CH:11][CH:12]=1, predict the reactants needed to synthesize it. The reactants are: [N:1]([CH2:4][CH2:5][O:6][C:7]1[CH:12]=[CH:11][C:10]([CH2:13][CH:14]([CH2:20][CH2:21][O:22][C:23]2[CH:28]=[CH:27][CH:26]=[CH:25][CH:24]=2)[C:15]([O:17][CH2:18][CH3:19])=[O:16])=[CH:9][CH:8]=1)=[N+]=[N-].